Dataset: Reaction yield outcomes from USPTO patents with 853,638 reactions. Task: Predict the reaction yield, written as a fraction of the theoretical maximum amount of product (1.0 means a 100% yield; for example, 0.34 means a 34% yield). The reactants are Cl.[Cl:2][C:3]1[CH:4]=[C:5]([NH:9][NH2:10])[CH:6]=[CH:7][CH:8]=1.[CH:11]([CH:13]([CH:19]=O)[C:14]([O:16][CH2:17][CH3:18])=[O:15])=O. The catalyst is CCO. The product is [Cl:2][C:3]1[CH:4]=[C:5]([N:9]2[CH:19]=[C:13]([C:14]([O:16][CH2:17][CH3:18])=[O:15])[CH:11]=[N:10]2)[CH:6]=[CH:7][CH:8]=1. The yield is 0.650.